This data is from Reaction yield outcomes from USPTO patents with 853,638 reactions. The task is: Predict the reaction yield, written as a fraction of the theoretical maximum amount of product (1.0 means a 100% yield; for example, 0.34 means a 34% yield). (1) The reactants are [CH2:1]([C:3]1[C:11]([CH3:12])=[C:10]2[C:6]([C:7](=[O:13])[O:8][CH2:9]2)=[C:5]([O:14][CH2:15][CH2:16][Si:17]([CH3:20])([CH3:19])[CH3:18])[C:4]=1CC=O)[CH3:2].C1(P(C2C=CC=CC=2)(C2C=CC=CC=2)=C(C)C=[O:33])C=CC=CC=1.[C:47]1([CH3:53])[CH:52]=CC=[CH:49][CH:48]=1. No catalyst specified. The product is [CH2:1]([C:3]1[C:11]([CH3:12])=[C:10]2[C:6]([C:7](=[O:13])[O:8][CH2:9]2)=[C:5]([O:14][CH2:15][CH2:16][Si:17]([CH3:18])([CH3:19])[CH3:20])[C:4]=1[CH2:49][CH:48]=[C:47]([CH3:53])[CH:52]=[O:33])[CH3:2]. The yield is 0.770. (2) The reactants are [Si:1]([CH:8]1[C:12](=[CH:13][O:14][Si](C(C)(C)C)(C)C)[C:11]2[CH:22]=[CH:23][C:24]([O:30][CH3:31])=[C:25]([O:26][CH:27]([CH3:29])[CH3:28])[C:10]=2[O:9]1)([C:4]([CH3:7])([CH3:6])[CH3:5])([CH3:3])[CH3:2].Cl. The catalyst is CO. The product is [Si:1]([C:8]1[O:9][C:10]2[C:25]([O:26][CH:27]([CH3:28])[CH3:29])=[C:24]([O:30][CH3:31])[CH:23]=[CH:22][C:11]=2[C:12]=1[CH:13]=[O:14])([C:4]([CH3:6])([CH3:7])[CH3:5])([CH3:2])[CH3:3]. The yield is 0.480. (3) The reactants are C([O:8][C:9]1[CH:10]=[CH:11][C:12]2[C:13]3[N:14]([CH2:22][CH2:23][N:24]=3)[C:15]([NH2:21])=[N:16][C:17]=2[C:18]=1[O:19][CH3:20])C1C=CC=CC=1.[C:25]([OH:31])([C:27]([F:30])([F:29])[F:28])=[O:26]. The catalyst is CO. The product is [F:28][C:27]([F:30])([F:29])[C:25]([OH:31])=[O:26].[F:28][C:27]([F:30])([F:29])[C:25]([OH:31])=[O:26].[NH2:21][C:15]1[N:14]2[CH2:22][CH2:23][N:24]=[C:13]2[C:12]2[CH:11]=[CH:10][C:9]([OH:8])=[C:18]([O:19][CH3:20])[C:17]=2[N:16]=1. The yield is 1.00. (4) The reactants are I[C:2]1[C:10]2[N:9]3[CH:11]=[N:12][N:13]=[C:8]3[CH:7]=[N:6][C:5]=2[N:4]([CH2:14][O:15][CH2:16][CH2:17][Si:18]([CH3:21])([CH3:20])[CH3:19])[CH:3]=1.[CH3:22][OH:23].CN([CH:27]=[O:28])C. The catalyst is C1C=CC(P(C2C=CC=CC=2)[C-]2C=CC=C2)=CC=1.C1C=CC(P(C2C=CC=CC=2)[C-]2C=CC=C2)=CC=1.Cl[Pd]Cl.[Fe+2]. The product is [CH3:19][Si:18]([CH3:21])([CH3:20])[CH2:17][CH2:16][O:15][CH2:14][N:4]1[C:5]2[N:6]=[CH:7][C:8]3[N:9]([CH:11]=[N:12][N:13]=3)[C:10]=2[C:2]([C:22]([O:28][CH3:27])=[O:23])=[CH:3]1. The yield is 0.740. (5) The reactants are C([Si](C)(C)[O:6][CH2:7][CH:8]([C:26](C)(C)[O:27][SiH2]C(C)(C)C)[CH2:9][O:10][C:11]1[C:18]([C:19]2[S:20][CH:21]=[CH:22][CH:23]=2)=[CH:17][C:14]([CH:15]=[O:16])=[C:13]([O:24][CH3:25])[CH:12]=1)(C)(C)C.[F-].C([N+](CCCC)(CCCC)CCCC)CCC. The catalyst is O1CCCC1.C(OCC)(=O)C. The product is [OH:6][CH2:7][CH:8]([CH2:26][OH:27])[CH2:9][O:10][C:11]1[C:18]([C:19]2[S:20][CH:21]=[CH:22][CH:23]=2)=[CH:17][C:14]([CH:15]=[O:16])=[C:13]([O:24][CH3:25])[CH:12]=1. The yield is 0.990. (6) The yield is 0.450. The catalyst is CO. The product is [Br:1][C:2]1[C:7]2[N:8]=[C:9]([C:11]3[C:12](=[O:28])[NH:13][CH:14]=[CH:15][C:16]=3[NH:17][CH2:18][C@H:19]([C:21]3[CH:26]=[CH:25][CH:24]=[C:23]([Cl:27])[CH:22]=3)[OH:20])[NH:10][C:6]=2[CH:5]=[C:4]([CH2:29][N:31]2[CH2:36][CH2:35][O:34][CH2:33][CH2:32]2)[CH:3]=1. The reactants are [Br:1][C:2]1[C:7]2[N:8]=[C:9]([C:11]3[C:12](=[O:28])[NH:13][CH:14]=[CH:15][C:16]=3[NH:17][CH2:18][C@H:19]([C:21]3[CH:26]=[CH:25][CH:24]=[C:23]([Cl:27])[CH:22]=3)[OH:20])[NH:10][C:6]=2[CH:5]=[C:4]([CH:29]=O)[CH:3]=1.[NH:31]1[CH2:36][CH2:35][O:34][CH2:33][CH2:32]1.[BH3-]C#N.[Na+]. (7) The product is [CH:32]1([CH2:38][NH:39][C:16]([C:15]2[CH:31]=[C:11]([CH3:10])[CH:12]=[CH:13][C:14]=2[NH:19][C:18]([C:20]2[C:29]3[C:24](=[CH:25][CH:26]=[CH:27][CH:28]=3)[CH:23]=[CH:22][CH:21]=2)=[O:17])=[O:30])[CH2:37][CH2:36][CH2:35][CH2:34][CH2:33]1. The reactants are C(N(C(C)C)CC)(C)C.[CH3:10][C:11]1[CH:12]=[CH:13][C:14]2[N:19]=[C:18]([C:20]3[C:29]4[C:24](=[CH:25][CH:26]=[CH:27][CH:28]=4)[CH:23]=[CH:22][CH:21]=3)[O:17][C:16](=[O:30])[C:15]=2[CH:31]=1.[CH:32]1([CH2:38][NH2:39])[CH2:37][CH2:36][CH2:35][CH2:34][CH2:33]1. No catalyst specified. The yield is 0.940.